From a dataset of Forward reaction prediction with 1.9M reactions from USPTO patents (1976-2016). Predict the product of the given reaction. (1) Given the reactants [H-].[Na+].[C:3]1([C:9]2[NH:10][C:11]3[C:16]([CH:17]=2)=[CH:15][C:14]([N+:18]([O-:20])=[O:19])=[CH:13][CH:12]=3)[CH:8]=[CH:7][CH:6]=[CH:5][CH:4]=1.[CH3:21]I, predict the reaction product. The product is: [C:3]1([C:9]2[N:10]([CH3:21])[C:11]3[C:16]([CH:17]=2)=[CH:15][C:14]([N+:18]([O-:20])=[O:19])=[CH:13][CH:12]=3)[CH:4]=[CH:5][CH:6]=[CH:7][CH:8]=1. (2) Given the reactants [CH3:1][O:2][C:3](=[O:25])[CH2:4][C@H:5]1[C:9]2[CH:10]=[CH:11][C:12]([O:14][C@H:15]3[C:23]4[C:18](=[C:19](Br)[CH:20]=[CH:21][CH:22]=4)[CH2:17][CH2:16]3)=[CH:13][C:8]=2[O:7][CH2:6]1.[CH3:26][N:27]1[C:31]([CH3:32])=[C:30](B2OC(C)(C)C(C)(C)O2)[C:29]([CH3:42])=[N:28]1, predict the reaction product. The product is: [CH3:1][O:2][C:3](=[O:25])[CH2:4][C@H:5]1[C:9]2[CH:10]=[CH:11][C:12]([O:14][C@H:15]3[C:23]4[C:18](=[C:19]([C:30]5[C:29]([CH3:42])=[N:28][N:27]([CH3:26])[C:31]=5[CH3:32])[CH:20]=[CH:21][CH:22]=4)[CH2:17][CH2:16]3)=[CH:13][C:8]=2[O:7][CH2:6]1. (3) The product is: [Cl:21][C:16]1[CH:15]=[C:14]([C:11]2([CH3:13])[S:10][N:9]=[C:8]([C:5]3[CH:6]=[CH:7][C:2]([C:24]([O:26][CH3:34])=[O:25])=[C:3]([CH3:22])[CH:4]=3)[CH2:12]2)[CH:19]=[C:18]([Cl:20])[CH:17]=1. Given the reactants Br[C:2]1[CH:7]=[CH:6][C:5]([C:8]2[CH2:12][C:11]([C:14]3[CH:19]=[C:18]([Cl:20])[CH:17]=[C:16]([Cl:21])[CH:15]=3)([CH3:13])[S:10][N:9]=2)=[CH:4][C:3]=1[CH3:22].C[C:24]([O-:26])=[O:25].[Na+].N#N.[C]=O.CO.[CH2:34]1COCC1, predict the reaction product.